From a dataset of Catalyst prediction with 721,799 reactions and 888 catalyst types from USPTO. Predict which catalyst facilitates the given reaction. Reactant: [CH3:1][O:2][C:3]([C:5]1([C:11]2[CH:16]=[CH:15][C:14]([NH2:17])=[CH:13][CH:12]=2)[CH2:10][CH2:9][O:8][CH2:7][CH2:6]1)=[O:4].[Br:18]N1C(=O)CCC1=O.CCOC(C)=O. Product: [CH3:1][O:2][C:3]([C:5]1([C:11]2[CH:12]=[CH:13][C:14]([NH2:17])=[C:15]([Br:18])[CH:16]=2)[CH2:6][CH2:7][O:8][CH2:9][CH2:10]1)=[O:4]. The catalyst class is: 759.